From a dataset of NCI-60 drug combinations with 297,098 pairs across 59 cell lines. Regression. Given two drug SMILES strings and cell line genomic features, predict the synergy score measuring deviation from expected non-interaction effect. (1) Drug 1: C1CN1P(=S)(N2CC2)N3CC3. Drug 2: CC1=C(C(=CC=C1)Cl)NC(=O)C2=CN=C(S2)NC3=CC(=NC(=N3)C)N4CCN(CC4)CCO. Cell line: NCI-H460. Synergy scores: CSS=10.5, Synergy_ZIP=-0.401, Synergy_Bliss=-1.24, Synergy_Loewe=-2.09, Synergy_HSA=-1.90. (2) Drug 1: CN1CCC(CC1)COC2=C(C=C3C(=C2)N=CN=C3NC4=C(C=C(C=C4)Br)F)OC. Drug 2: COC1=CC(=CC(=C1O)OC)C2C3C(COC3=O)C(C4=CC5=C(C=C24)OCO5)OC6C(C(C7C(O6)COC(O7)C8=CC=CS8)O)O. Cell line: SN12C. Synergy scores: CSS=46.2, Synergy_ZIP=-1.66, Synergy_Bliss=2.34, Synergy_Loewe=-1.08, Synergy_HSA=5.42.